This data is from Tyrosyl-DNA phosphodiesterase HTS with 341,365 compounds. The task is: Binary Classification. Given a drug SMILES string, predict its activity (active/inactive) in a high-throughput screening assay against a specified biological target. (1) The drug is N(Cc1c(c2ncnc(NCc3cc(ccc3)C)c2)cccc1)(C)C. The result is 0 (inactive). (2) The drug is Fc1ccc(n2c(C(=O)N3CCN(CC3)CC(=O)Nc3c(c(ccc3)C)C)cnc2)cc1. The result is 0 (inactive). (3) The compound is Clc1c2c(sc1C(=O)NCC(=O)N(Cc1c(OC)c(OC)ccc1)C)cccc2. The result is 0 (inactive). (4) The drug is S(CC(=O)NC1C(CCCC1)C)c1n2c(cc(nc2nn1)C)C. The result is 0 (inactive). (5) The compound is S(=O)(=O)(N1CCN(CC1)C)c1ccc(C2CCCCC2)cc1. The result is 0 (inactive).